From a dataset of Catalyst prediction with 721,799 reactions and 888 catalyst types from USPTO. Predict which catalyst facilitates the given reaction. (1) Reactant: C[C:2]1([CH3:9])[O:6][C@H:5]([CH2:7][OH:8])[CH2:4][O:3]1.[OH-].[K+].[CH2:12](Br)[CH2:13][CH2:14][CH2:15][CH2:16][CH2:17][CH2:18][CH2:19][CH2:20][CH2:21][CH2:22][CH2:23][CH2:24][CH2:25]CC.O. Product: [CH2:2]([O:3][CH2:4][CH:5]([CH2:7][OH:8])[OH:6])[CH2:9][CH2:25][CH2:24][CH2:23][CH2:22][CH2:21][CH2:20][CH2:19][CH2:18][CH2:17][CH2:16][CH2:15][CH2:14][CH2:13][CH3:12]. The catalyst class is: 11. (2) Product: [F:1][C:2]1[CH:22]=[CH:21][CH:20]=[CH:19][C:3]=1[CH2:4][O:5][C:6]1[CH:7]=[CH:8][C:9]([CH2:10][NH:11][C@H:12]([CH3:16])[C:13]([NH2:15])=[O:14])=[CH:17][CH:18]=1. Reactant: [F:1][C:2]1[CH:22]=[CH:21][CH:20]=[CH:19][C:3]=1[CH2:4][O:5][C:6]1[CH:18]=[CH:17][C:9]([CH:10]=[N:11][C@H:12]([CH3:16])[C:13]([NH2:15])=[O:14])=[CH:8][CH:7]=1.[BH4-].[Na+]. The catalyst class is: 5. (3) Reactant: [NH2:1][O:2][S:3]([C:6]1[C:11]([CH3:12])=[CH:10][C:9]([CH3:13])=[CH:8][C:7]=1[CH3:14])(=[O:5])=[O:4].[CH3:15][C:16]([Si:19]([CH3:29])([CH3:28])[O:20][CH2:21][C:22]1[CH:27]=[CH:26][N:25]=[CH:24][CH:23]=1)([CH3:18])[CH3:17]. Product: [CH3:12][C:11]1[CH:10]=[C:9]([CH3:13])[CH:8]=[C:7]([CH3:14])[C:6]=1[S:3]([O-:5])(=[O:4])=[O:2].[NH2:1][N+:25]1[CH:26]=[CH:27][C:22]([CH2:21][O:20][Si:19]([C:16]([CH3:15])([CH3:17])[CH3:18])([CH3:29])[CH3:28])=[CH:23][CH:24]=1. The catalyst class is: 2. (4) Reactant: [C:1]([O:4][C@@H:5]1[C@@H:10]([O:11][C:12](=[O:14])[CH3:13])[C@@H:9]([O:15][C:16](=[O:18])[CH3:17])[C@@H:8]([CH2:19][O:20][C:21](=[O:23])[CH3:22])[O:7][C@@H:6]1Br)(=[O:3])[CH3:2].[NH2:25][C:26]([NH2:28])=[S:27]. Product: [C:1]([O:4][C@@H:5]1[C@@H:10]([O:11][C:12](=[O:14])[CH3:13])[C@@H:9]([O:15][C:16](=[O:18])[CH3:17])[C@@H:8]([CH2:19][O:20][C:21](=[O:23])[CH3:22])[O:7][C@H:6]1[S:27][C:26](=[NH:25])[NH2:28])(=[O:3])[CH3:2]. The catalyst class is: 21. (5) Reactant: [I-:1].[CH3:2][N+:3]1[CH:8]=[CH:7][C:6]([CH3:9])=[CH:5][CH:4]=1.[CH3:10][O:11][C:12]1[CH:19]=[C:18]([O:20][CH3:21])[C:17]([O:22][CH3:23])=[CH:16][C:13]=1[CH:14]=O.N1CCCCC1. Product: [I-:1].[CH3:2][N+:3]1[CH:8]=[CH:7][C:6]([CH:9]=[CH:14][C:13]2[CH:16]=[C:17]([O:22][CH3:23])[C:18]([O:20][CH3:21])=[CH:19][C:12]=2[O:11][CH3:10])=[CH:5][CH:4]=1. The catalyst class is: 8.